From a dataset of Catalyst prediction with 721,799 reactions and 888 catalyst types from USPTO. Predict which catalyst facilitates the given reaction. Reactant: [CH2:1]([N:4]([CH2:19][CH2:20][C:21]([O:23][CH2:24][CH3:25])=[O:22])[C:5]([C:7]1[CH:18]=[CH:17][C:10]2[N:11]([CH3:16])[C:12]([CH2:14]Cl)=[N:13][C:9]=2[CH:8]=1)=[O:6])[CH2:2][CH3:3].[C:26]([C:28]1[CH:33]=[CH:32][C:31]([SH:34])=[CH:30][CH:29]=1)#[N:27].C(N(C(C)C)CC)(C)C. Product: [CH2:1]([N:4]([CH2:19][CH2:20][C:21]([O:23][CH2:24][CH3:25])=[O:22])[C:5]([C:7]1[CH:18]=[CH:17][C:10]2[N:11]([CH3:16])[C:12]([CH2:14][S:34][C:31]3[CH:32]=[CH:33][C:28]([C:26]#[N:27])=[CH:29][CH:30]=3)=[N:13][C:9]=2[CH:8]=1)=[O:6])[CH2:2][CH3:3]. The catalyst class is: 9.